Dataset: Forward reaction prediction with 1.9M reactions from USPTO patents (1976-2016). Task: Predict the product of the given reaction. (1) Given the reactants [B:10]1([B:10]2[O:14][C:13]([CH3:16])([CH3:15])[C:12]([CH3:18])([CH3:17])[O:11]2)[O:14][C:13]([CH3:16])([CH3:15])[C:12]([CH3:18])([CH3:17])[O:11]1.C([O-])(=O)C.[K+].C1(P(C2CCCCC2)C2CCCCC2)CCCCC1.Cl[C:44]1[CH:53]=[CH:52][C:47]2[NH:48][C:49](=[O:51])[O:50][C:46]=2[CH:45]=1, predict the reaction product. The product is: [CH3:16][C:13]1([CH3:15])[C:12]([CH3:17])([CH3:18])[O:11][B:10]([C:44]2[CH:53]=[CH:52][C:47]3[NH:48][C:49](=[O:51])[O:50][C:46]=3[CH:45]=2)[O:14]1. (2) The product is: [I:21][C:19]1[CH:18]=[N:17][N:16]([CH2:15][C@:14]([CH3:22])([OH:23])[CH2:13][OH:12])[CH:20]=1. Given the reactants [OH-].[Na+].[N+](C1C=CC(C([O:12][CH2:13][C@:14]([OH:23])([CH3:22])[CH2:15][N:16]2[CH:20]=[C:19]([I:21])[CH:18]=[N:17]2)=O)=CC=1)([O-])=O, predict the reaction product. (3) The product is: [CH2:8]([O:10][C:11]([C:13]1[N:14]([NH2:4])[C:15]([C:18]([O:20][CH2:21][CH3:22])=[O:19])=[CH:16][CH:17]=1)=[O:12])[CH3:9]. Given the reactants [H-].[Na+].C[N:4](C=O)C.[CH2:8]([O:10][C:11]([C:13]1[NH:14][C:15]([C:18]([O:20][CH2:21][CH3:22])=[O:19])=[CH:16][CH:17]=1)=[O:12])[CH3:9].[N+](C1C=C([N+]([O-])=O)C=CC=1ON)([O-])=O, predict the reaction product. (4) Given the reactants [C:1]1([S:7]([N:10]2[CH2:14][CH:13]([C:15]3[CH:20]=[CH:19][CH:18]=[C:17](Br)[CH:16]=3)[N:12]([CH:22]([CH3:24])[CH3:23])[C:11]2=[O:25])(=[O:9])=[O:8])[CH:6]=[CH:5][CH:4]=[CH:3][CH:2]=1.B([C:29]1[CH:30]=[C:31]([S:35]([NH2:38])(=[O:37])=[O:36])[CH:32]=[CH:33][CH:34]=1)(O)O.C(=O)([O-])[O-].[Na+].[Na+], predict the reaction product. The product is: [C:1]1([S:7]([N:10]2[CH2:14][CH:13]([C:15]3[CH:16]=[C:17]([C:29]4[CH:34]=[CH:33][CH:32]=[C:31]([S:35]([NH2:38])(=[O:37])=[O:36])[CH:30]=4)[CH:18]=[CH:19][CH:20]=3)[N:12]([CH:22]([CH3:24])[CH3:23])[C:11]2=[O:25])(=[O:9])=[O:8])[CH:6]=[CH:5][CH:4]=[CH:3][CH:2]=1. (5) Given the reactants [C:1]([O:5][C@@H:6]([C:12]1[C:13]([CH3:44])=[N:14][C:15]2[N:16]([N:26]=[C:27]([C:29](=O)[NH:30][CH2:31][C:32](=O)[CH2:33][C:34]3[CH:39]=[CH:38][C:37]([F:40])=[C:36]([CH3:41])[CH:35]=3)[CH:28]=2)[C:17]=1[N:18]1[CH2:23][CH2:22][C:21]([CH3:25])([CH3:24])[CH2:20][CH2:19]1)[C:7]([O:9]CC)=[O:8])([CH3:4])([CH3:3])[CH3:2].COC1C=CC(P2(SP(C3C=CC(OC)=CC=3)(=S)S2)=[S:54])=CC=1, predict the reaction product. The product is: [C:1]([O:5][C@@H:6]([C:12]1[C:13]([CH3:44])=[N:14][C:15]2[N:16]([N:26]=[C:27]([C:29]3[S:54][C:32]([CH2:33][C:34]4[CH:39]=[CH:38][C:37]([F:40])=[C:36]([CH3:41])[CH:35]=4)=[CH:31][N:30]=3)[CH:28]=2)[C:17]=1[N:18]1[CH2:23][CH2:22][C:21]([CH3:25])([CH3:24])[CH2:20][CH2:19]1)[C:7]([OH:9])=[O:8])([CH3:4])([CH3:3])[CH3:2]. (6) Given the reactants [H-].C([Al+]CC(C)C)C(C)C.C1(C)C=CC=CC=1.[C:18]([C:20]1[CH:25]=[C:24]([CH3:26])[CH:23]=[CH:22][N:21]=1)#N.Cl.[OH2:28], predict the reaction product. The product is: [CH3:26][C:24]1[CH:23]=[CH:22][N:21]=[C:20]([CH:18]=[O:28])[CH:25]=1.